This data is from TCR-epitope binding with 47,182 pairs between 192 epitopes and 23,139 TCRs. The task is: Binary Classification. Given a T-cell receptor sequence (or CDR3 region) and an epitope sequence, predict whether binding occurs between them. (1) The epitope is RLRAEAQVK. The TCR CDR3 sequence is CSARDYKLLLQETQYF. Result: 1 (the TCR binds to the epitope). (2) The epitope is YIFFASFYY. The TCR CDR3 sequence is CASSLGGGHQETQYF. Result: 0 (the TCR does not bind to the epitope). (3) The epitope is VLWAHGFEL. The TCR CDR3 sequence is CASSSHGGPGEFF. Result: 1 (the TCR binds to the epitope).